From a dataset of Full USPTO retrosynthesis dataset with 1.9M reactions from patents (1976-2016). Predict the reactants needed to synthesize the given product. (1) The reactants are: [NH2:1][C:2]1[CH:6]=[C:5]([C:7]([N:9]([O:11][CH3:12])[CH3:10])=[O:8])[NH:4][N:3]=1.[CH3:13][C:14](=O)[CH2:15][CH2:16][C:17](=O)[CH3:18]. Given the product [CH3:18][C:17]1[N:1]([C:2]2[CH:6]=[C:5]([C:7]([N:9]([O:11][CH3:12])[CH3:10])=[O:8])[NH:4][N:3]=2)[C:14]([CH3:13])=[CH:15][CH:16]=1, predict the reactants needed to synthesize it. (2) The reactants are: [C:1]1([OH:7])[CH:6]=[CH:5][CH:4]=[CH:3][CH:2]=1.Br[C:9]([CH3:16])([CH3:15])[C:10]([O:12][CH2:13][CH3:14])=[O:11].C([O-])([O-])=O.[Cs+].[Cs+].O. Given the product [CH3:15][C:9]([O:7][C:1]1[CH:6]=[CH:5][CH:4]=[CH:3][CH:2]=1)([CH3:16])[C:10]([O:12][CH2:13][CH3:14])=[O:11], predict the reactants needed to synthesize it. (3) Given the product [OH:24][C:15]1[CH:14]=[C:13]([C:5]2[CH:4]=[C:3]([O:2][CH3:1])[C:8]([O:9][CH3:10])=[C:7]([O:11][CH3:12])[CH:6]=2)[N:18]=[CH:17][N:16]=1, predict the reactants needed to synthesize it. The reactants are: [CH3:1][O:2][C:3]1[CH:4]=[C:5]([C:13]2[N:18]=[CH:17][N:16]=[C:15](C=O)[CH:14]=2)[CH:6]=[C:7]([O:11][CH3:12])[C:8]=1[O:9][CH3:10].[BH4-].[Na+].C[OH:24]. (4) Given the product [CH3:1][O:2][C:3](=[O:19])[C:4]1[CH:9]=[CH:8][C:7]([CH:10]([P:13]([O:17][CH3:18])([O:15][CH3:16])=[O:14])[CH2:11][F:26])=[CH:6][CH:5]=1, predict the reactants needed to synthesize it. The reactants are: [CH3:1][O:2][C:3](=[O:19])[C:4]1[CH:9]=[CH:8][C:7]([C:10]([P:13]([O:17][CH3:18])([O:15][CH3:16])=[O:14])(O)[CH3:11])=[CH:6][CH:5]=1.CCN(S(F)(F)[F:26])CC.